This data is from Catalyst prediction with 721,799 reactions and 888 catalyst types from USPTO. The task is: Predict which catalyst facilitates the given reaction. Reactant: [Cl:1][C:2]1[C:7]([O:8][CH3:9])=[CH:6][C:5]([N+:10]([O-])=O)=[CH:4][N:3]=1. Product: [Cl:1][C:2]1[N:3]=[CH:4][C:5]([NH2:10])=[CH:6][C:7]=1[O:8][CH3:9]. The catalyst class is: 25.